From a dataset of Full USPTO retrosynthesis dataset with 1.9M reactions from patents (1976-2016). Predict the reactants needed to synthesize the given product. (1) Given the product [CH3:28][O:29][C:30](=[O:63])[CH2:31][C:32]1[C:33](=[O:62])[N:34]([CH2:55][C:56]2[CH:57]=[CH:58][CH:59]=[CH:60][CH:61]=2)[C:35]2[C:40]([CH:41]=1)=[CH:39][CH:38]=[C:37]([O:42][CH2:43][CH2:44][CH2:45][CH2:46][NH2:47])[CH:36]=2, predict the reactants needed to synthesize it. The reactants are: COC(=O)CC1CC2C(=CC(OCCNC(OC(C)(C)C)=O)=CC=2)NC1=O.[CH3:28][O:29][C:30](=[O:63])[CH2:31][C:32]1[C:33](=[O:62])[N:34]([CH2:55][C:56]2[CH:61]=[CH:60][CH:59]=[CH:58][CH:57]=2)[C:35]2[C:40]([CH:41]=1)=[CH:39][CH:38]=[C:37]([O:42][CH2:43][CH2:44][CH2:45][CH2:46][NH:47]C(OC(C)(C)C)=O)[CH:36]=2. (2) Given the product [C:6]([O:8][C:7](=[O:9])[CH:6]([CH:10]1[CH2:14][CH2:13][CH2:12][CH2:11]1)[CH2:5][S:4][C:1](=[O:3])[CH3:2])([CH3:10])([CH3:7])[CH3:5], predict the reactants needed to synthesize it. The reactants are: [C:1]([S:4][CH2:5][CH:6]([CH:10]1[CH2:14][CH2:13][CH2:12][CH2:11]1)[C:7]([OH:9])=[O:8])(=[O:3])[CH3:2].C(=O)(O)[O-].[Na+]. (3) Given the product [NH2:31][CH:20]1[CH2:25][CH2:24][CH2:23][CH:22]([C:4]2[CH:3]=[CH:12][C:11]3[C:6](=[CH:7][C:8]([O:15][CH3:16])=[C:9]([O:13][CH3:14])[CH:10]=3)[N:5]=2)[CH2:21]1, predict the reactants needed to synthesize it. The reactants are: Cl.N[C:3]1[CH:4]=[N:5][C:6]2[C:11]([CH:12]=1)=[CH:10][C:9]([O:13][CH3:14])=[C:8]([O:15][CH3:16])[CH:7]=2.C[O-].[Na+].[C:20]1(=O)[CH2:25][CH2:24][CH2:23][CH2:22][CH2:21]1.B.Cl.[OH-].[Na+].[N:31]1C=CC=CC=1. (4) The reactants are: [Cl:1][C:2]1[N:7]=[C:6](Cl)[C:5]([Cl:9])=[CH:4][N:3]=1.[OH-:10].[Na+]. Given the product [Cl:1][C:2]1[N:7]=[C:6]([OH:10])[C:5]([Cl:9])=[CH:4][N:3]=1, predict the reactants needed to synthesize it. (5) Given the product [Cl:19][C:20]1[CH:21]=[C:22]2[C:26](=[CH:27][CH:28]=1)[N:25]([CH2:29][C:30]1[CH:35]=[CH:34][C:33]([O:36][CH3:37])=[CH:32][C:31]=1[O:38][CH3:39])[C:24](=[O:40])[C:23]2([C:42]1[CH:47]=[C:46]([CH2:48][O:49][CH2:50][CH2:51][O:52][S:14]([C:11]2[CH:12]=[CH:13][C:8]([CH3:18])=[CH:9][CH:10]=2)(=[O:16])=[O:15])[CH:45]=[CH:44][C:43]=1[Cl:53])[CH3:41], predict the reactants needed to synthesize it. The reactants are: C(N(CC)CC)C.[C:8]1([CH3:18])[CH:13]=[CH:12][C:11]([S:14](Cl)(=[O:16])=[O:15])=[CH:10][CH:9]=1.[Cl:19][C:20]1[CH:21]=[C:22]2[C:26](=[CH:27][CH:28]=1)[N:25]([CH2:29][C:30]1[CH:35]=[CH:34][C:33]([O:36][CH3:37])=[CH:32][C:31]=1[O:38][CH3:39])[C:24](=[O:40])[C:23]2([C:42]1[CH:47]=[C:46]([CH2:48][O:49][CH2:50][CH2:51][OH:52])[CH:45]=[CH:44][C:43]=1[Cl:53])[CH3:41]. (6) Given the product [Br:7][C:8]1[CH:9]=[C:10]2[C:11](=[CH:12][CH:13]=1)[NH:14][C:15](=[O:17])[CH:16]=[C:18]2[C:20]1[CH:21]=[N:22][CH:23]=[CH:24][CH:25]=1, predict the reactants needed to synthesize it. The reactants are: CC(O)(C)C.[K].[Br:7][C:8]1[CH:13]=[CH:12][C:11]([NH:14][C:15](=[O:17])[CH3:16])=[C:10]([C:18]([C:20]2[CH:21]=[N:22][CH:23]=[CH:24][CH:25]=2)=O)[CH:9]=1. (7) Given the product [C:8]([C:12]1[CH:13]=[C:14]([NH:30][S:31]([CH3:34])(=[O:32])=[O:33])[C:15]([O:28][CH3:29])=[C:16]([NH:18][C:19](=[O:27])[NH:35][C:36]2[C:45]3[C:40](=[CH:41][CH:42]=[CH:43][CH:44]=3)[C:39]([O:46][C:47]3[CH:52]=[CH:51][N:50]=[C:49]([NH:53][C:54]4[CH:59]=[CH:58][C:57]([P:60]([CH3:65])(=[O:64])[O:61][CH2:62][CH3:63])=[C:56]([N:66]([CH3:67])[CH3:68])[CH:55]=4)[CH:48]=3)=[CH:38][CH:37]=2)[CH:17]=1)([CH3:9])([CH3:10])[CH3:11], predict the reactants needed to synthesize it. The reactants are: C(N(CC)CC)C.[C:8]([C:12]1[CH:13]=[C:14]([NH:30][S:31]([CH3:34])(=[O:33])=[O:32])[C:15]([O:28][CH3:29])=[C:16]([NH:18][C:19](=[O:27])OC2C=CC=CC=2)[CH:17]=1)([CH3:11])([CH3:10])[CH3:9].[NH2:35][C:36]1[C:45]2[C:40](=[CH:41][CH:42]=[CH:43][CH:44]=2)[C:39]([O:46][C:47]2[CH:52]=[CH:51][N:50]=[C:49]([NH:53][C:54]3[CH:59]=[CH:58][C:57]([P:60]([CH3:65])(=[O:64])[O:61][CH2:62][CH3:63])=[C:56]([N:66]([CH3:68])[CH3:67])[CH:55]=3)[CH:48]=2)=[CH:38][CH:37]=1.